Task: Predict the reactants needed to synthesize the given product.. Dataset: Full USPTO retrosynthesis dataset with 1.9M reactions from patents (1976-2016) (1) The reactants are: Br[C:2]1[CH:3]=[CH:4][C:5]([CH:8]=[O:9])=[N:6][CH:7]=1.[CH3:10][NH:11][C:12]([C:14]1[CH:19]=[CH:18][C:17](B(O)O)=[CH:16][CH:15]=1)=[O:13].C([O-])([O-])=O.[Na+].[Na+].CCOC(C)=O.CCCCCC. Given the product [CH:8]([C:5]1[N:6]=[CH:7][C:2]([C:17]2[CH:18]=[CH:19][C:14]([C:12]([NH:11][CH3:10])=[O:13])=[CH:15][CH:16]=2)=[CH:3][CH:4]=1)=[O:9], predict the reactants needed to synthesize it. (2) Given the product [F:1][C:2]1[CH:24]=[C:23]([F:25])[CH:22]=[CH:21][C:3]=1[CH2:4][C@@H:5]1[CH2:10][C@H:9]([C:11]2[O:15][NH:14][C:13](=[O:16])[CH:12]=2)[CH2:8][CH2:7][NH:6]1, predict the reactants needed to synthesize it. The reactants are: [F:1][C:2]1[CH:24]=[C:23]([F:25])[CH:22]=[CH:21][C:3]=1[CH2:4][C@@H:5]1[CH2:10][C@H:9]([C:11]2[O:15][NH:14][C:13](=[O:16])[CH:12]=2)[CH2:8][CH2:7][N:6]1C(OC)=O.Br. (3) The reactants are: [C:1]([O:5][C:6]([N:8]([CH2:26][C:27]([O:29][C:30]([CH3:33])([CH3:32])[CH3:31])=[O:28])[C:9]1[CH:14]=[CH:13][CH:12]=[C:11]([CH2:15][NH:16][S:17]([C:20]2[CH:25]=[CH:24][CH:23]=[CH:22][N:21]=2)(=[O:19])=[O:18])[N:10]=1)=[O:7])([CH3:4])([CH3:3])[CH3:2].C(=O)([O-])[O-].[K+].[K+].[I:40][C:41]1[CH:48]=[CH:47][C:44]([CH2:45]Br)=[CH:43][CH:42]=1.O. Given the product [C:1]([O:5][C:6]([N:8]([CH2:26][C:27]([O:29][C:30]([CH3:33])([CH3:32])[CH3:31])=[O:28])[C:9]1[CH:14]=[CH:13][CH:12]=[C:11]([CH:15]([CH2:45][C:44]2[CH:47]=[CH:48][C:41]([I:40])=[CH:42][CH:43]=2)[NH:16][S:17]([C:20]2[CH:25]=[CH:24][CH:23]=[CH:22][N:21]=2)(=[O:19])=[O:18])[N:10]=1)=[O:7])([CH3:4])([CH3:3])[CH3:2], predict the reactants needed to synthesize it. (4) The reactants are: Cl[C:2]([O:4][C:5]1[CH:10]=[CH:9][C:8]([O:11][C:12]2[CH:17]=[CH:16][C:15]([C:18]([F:21])([F:20])[F:19])=[CH:14][N:13]=2)=[CH:7][CH:6]=1)=[O:3].[C:22]([O:26][C:27]([N:29]1[CH2:34][CH2:33][NH:32][CH2:31][CH2:30]1)=[O:28])([CH3:25])([CH3:24])[CH3:23].[K+].[Br-]. Given the product [F:19][C:18]([F:21])([F:20])[C:15]1[CH:16]=[CH:17][C:12]([O:11][C:8]2[CH:9]=[CH:10][C:5]([O:4][C:2]([N:32]3[CH2:31][CH2:30][N:29]([C:27]([O:26][C:22]([CH3:25])([CH3:24])[CH3:23])=[O:28])[CH2:34][CH2:33]3)=[O:3])=[CH:6][CH:7]=2)=[N:13][CH:14]=1, predict the reactants needed to synthesize it. (5) Given the product [CH3:27][O:26][C:22]1[CH:21]=[C:20]([NH:17][C:6]([N:8]2[CH2:15][C:14](=[CH2:16])[CH2:13][C@H:9]2[C:10]([NH:39][CH2:38][C:28]2[C:37]3[C:32](=[CH:33][CH:34]=[CH:35][CH:36]=3)[CH:31]=[CH:30][CH:29]=2)=[O:12])=[O:7])[CH:25]=[CH:24][CH:23]=1, predict the reactants needed to synthesize it. The reactants are: C(O[C:6]([N:8]1[CH2:15][C:14](=[CH2:16])[CH2:13][C@H:9]1[C:10]([OH:12])=O)=[O:7])(C)(C)C.[N:17]([C:20]1[CH:25]=[CH:24][CH:23]=[C:22]([O:26][CH3:27])[CH:21]=1)=C=O.[C:28]1([CH2:38][NH2:39])[C:37]2[C:32](=[CH:33][CH:34]=[CH:35][CH:36]=2)[CH:31]=[CH:30][CH:29]=1. (6) Given the product [CH:24]1([NH:23][C:22](=[N:21][CH:15]2[CH2:16][CH2:17][CH2:18][CH2:19][CH2:20]2)[O:33][N:7]2[C:2]([CH3:12])([CH3:1])[CH2:3][CH:4]([OH:11])[CH2:5][C:6]2([CH3:10])[CH3:9])[CH2:29][CH2:28][CH2:27][CH2:26][CH2:25]1, predict the reactants needed to synthesize it. The reactants are: [CH3:1][C:2]1([CH3:12])[N:7]([O])[C:6]([CH3:10])([CH3:9])[CH2:5][CH:4]([OH:11])[CH2:3]1.[H][H].[CH:15]1([N:21]=[C:22]=[N:23][CH:24]2[CH2:29][CH2:28][CH2:27][CH2:26][CH2:25]2)[CH2:20][CH2:19][CH2:18][CH2:17][CH2:16]1.C1C[O:33]CC1. (7) Given the product [F:1][C:2]1[CH:7]=[CH:6][C:5]([F:8])=[CH:4][C:3]=1[C:9]([N:11]([CH2:15][C:16]1[N:20]([CH2:21][CH2:22][CH3:23])[C:19]2[CH:24]=[CH:25][C:26]([CH2:28][N:30]3[CH2:35][CH2:34][O:33][CH2:32][CH2:31]3)=[CH:27][C:18]=2[N:17]=1)[CH2:12][CH2:13][CH3:14])=[O:10], predict the reactants needed to synthesize it. The reactants are: [F:1][C:2]1[CH:7]=[CH:6][C:5]([F:8])=[CH:4][C:3]=1[C:9]([N:11]([CH2:15][C:16]1[N:20]([CH2:21][CH2:22][CH3:23])[C:19]2[CH:24]=[CH:25][C:26]([CH2:28]Cl)=[CH:27][C:18]=2[N:17]=1)[CH2:12][CH2:13][CH3:14])=[O:10].[NH:30]1[CH2:35][CH2:34][O:33][CH2:32][CH2:31]1.